From a dataset of NCI-60 drug combinations with 297,098 pairs across 59 cell lines. Regression. Given two drug SMILES strings and cell line genomic features, predict the synergy score measuring deviation from expected non-interaction effect. Drug 1: CC1=C(C=C(C=C1)NC2=NC=CC(=N2)N(C)C3=CC4=NN(C(=C4C=C3)C)C)S(=O)(=O)N.Cl. Drug 2: C1=NC(=NC(=O)N1C2C(C(C(O2)CO)O)O)N. Cell line: A549. Synergy scores: CSS=-0.713, Synergy_ZIP=0.198, Synergy_Bliss=0.230, Synergy_Loewe=-1.84, Synergy_HSA=-2.11.